This data is from Full USPTO retrosynthesis dataset with 1.9M reactions from patents (1976-2016). The task is: Predict the reactants needed to synthesize the given product. (1) Given the product [CH3:34][O:33][C:28]1[CH:29]=[CH:30][CH:31]=[CH:32][C:27]=1[NH:26][C:24](=[O:25])[NH:23][C:19]1[CH:18]=[C:17]([C:14]2[CH:15]=[C:16]3[C:11]([CH:10]=[CH:9][N:8]3[C:4]3[N:5]=[CH:6][N:7]=[C:2]([NH:1][C:38]([CH:35]4[CH2:37][CH2:36]4)=[O:39])[CH:3]=3)=[CH:12][CH:13]=2)[CH:22]=[CH:21][CH:20]=1, predict the reactants needed to synthesize it. The reactants are: [NH2:1][C:2]1[N:7]=[CH:6][N:5]=[C:4]([N:8]2[C:16]3[C:11](=[CH:12][CH:13]=[C:14]([C:17]4[CH:18]=[C:19]([NH:23][C:24]([NH:26][C:27]5[CH:32]=[CH:31][CH:30]=[CH:29][C:28]=5[O:33][CH3:34])=[O:25])[CH:20]=[CH:21][CH:22]=4)[CH:15]=3)[CH:10]=[CH:9]2)[CH:3]=1.[CH:35]1([C:38](Cl)=[O:39])[CH2:37][CH2:36]1. (2) Given the product [F:37][CH:35]([F:36])[C:24]1[C:25]2[C@H:26]3[CH2:27][C@H:28]3[C:29]([F:31])([F:32])[C:30]=2[N:22]([CH2:21][C:20]([NH:39][C@H:40]([C:50]2[C:55]([C:56]3[CH:57]=[CH:58][C:59]([O:71][CH3:72])=[C:60]4[C:64]=3[N:63]([CH3:65])[N:62]=[C:61]4[NH:66][S:67]([CH3:70])(=[O:69])=[O:68])=[CH:54][CH:53]=[C:52]([C:73]#[C:74][C:75]([OH:78])([CH3:76])[CH3:77])[N:51]=2)[CH2:41][C:42]2[CH:47]=[C:46]([F:48])[CH:45]=[C:44]([F:49])[CH:43]=2)=[O:38])[N:23]=1, predict the reactants needed to synthesize it. The reactants are: BrC1C([C@@H](N[C:20](=[O:38])[CH2:21][N:22]2[C:30]3[C:29]([F:32])([F:31])[CH2:28][CH2:27][C:26](F)(F)[C:25]=3[C:24]([CH:35]([F:37])[F:36])=[N:23]2)CC2C=C(F)C=C(F)C=2)=NC=C(Br)C=1.[NH2:39][C@H:40]([C:50]1[C:55]([C:56]2[CH:57]=[CH:58][C:59]([O:71][CH3:72])=[C:60]3[C:64]=2[N:63]([CH3:65])[N:62]=[C:61]3[NH:66][S:67]([CH3:70])(=[O:69])=[O:68])=[CH:54][CH:53]=[C:52]([C:73]#[C:74][C:75]([OH:78])([CH3:77])[CH3:76])[N:51]=1)[CH2:41][C:42]1[CH:47]=[C:46]([F:48])[CH:45]=[C:44]([F:49])[CH:43]=1.FC(F)C1C2[C@H]3C[C@H]3C(F)(F)C=2N(CC(O)=O)N=1. (3) Given the product [NH2:50][C:29]1[C:28]2[N:37]=[C:25]([CH2:24][O:23][NH2:14])[N:26]([CH2:38][CH2:39][CH2:40][NH:41][C:42](=[O:48])[O:43][C:44]([CH3:45])([CH3:47])[CH3:46])[C:27]=2[C:36]2[N:35]=[CH:34][CH:33]=[CH:32][C:31]=2[N:30]=1, predict the reactants needed to synthesize it. The reactants are: C1C=C(Cl)C=C(C(OO)=O)C=1.O=C1C2C(=CC=CC=2)C(=O)[N:14]1[O:23][CH2:24][C:25]1[N:26]([CH2:38][CH2:39][CH2:40][NH:41][C:42](=[O:48])[O:43][C:44]([CH3:47])([CH3:46])[CH3:45])[C:27]2[C:36]3[N:35]=[CH:34][CH:33]=[CH:32][C:31]=3[N:30]=[CH:29][C:28]=2[N:37]=1.[OH-].[NH4+:50].C1(C)C=CC(S(Cl)(=O)=O)=CC=1. (4) Given the product [C:18]([C:9]1[CH:10]=[CH:11][C:12]([C:14]([F:15])([F:17])[F:16])=[CH:13][C:8]=1[N:7]([CH:4]1[CH2:5][CH2:6][O:1][CH2:2][CH2:3]1)[C:22](=[O:29])[CH2:23][C:24]([O:26][CH2:27][CH3:28])=[O:25])(=[O:20])[CH3:19], predict the reactants needed to synthesize it. The reactants are: [O:1]1[CH2:6][CH2:5][CH:4]([NH:7][C:8]2[CH:13]=[C:12]([C:14]([F:17])([F:16])[F:15])[CH:11]=[CH:10][C:9]=2[C:18](=[O:20])[CH3:19])[CH2:3][CH2:2]1.Cl[C:22](=[O:29])[CH2:23][C:24]([O:26][CH2:27][CH3:28])=[O:25]. (5) Given the product [O:30]1[C:34]2[CH:35]=[CH:36][CH:37]=[CH:38][C:33]=2[CH:32]=[C:31]1[C:21]1[C:15]2[O:14][CH:13]([CH2:12][NH2:126])[CH2:17][C:16]=2[CH:18]=[CH:19][CH:20]=1, predict the reactants needed to synthesize it. The reactants are: CC1C=CC(S(O[CH2:12][CH:13]2[CH2:17][C:16]3[CH:18]=[CH:19][CH:20]=[C:21](OS(C(F)(F)F)(=O)=O)[C:15]=3[O:14]2)(=O)=O)=CC=1.[O:30]1[C:34]2[CH:35]=[CH:36][CH:37]=[CH:38][C:33]=2[CH:32]=[C:31]1B(O)O.P([O-])([O-])([O-])=O.[K+].[K+].[K+].CC1C=CC(S(OCC2CC3C=CC=C(C4C=C(C(F)(F)F)C=C(C(F)(F)F)C=4)C=3O2)(=O)=O)=CC=1.CC1C=CC(S(OCC2CC3C=CC=C(C4OC5C=CC=CC=5C=4)C=3O2)(=O)=O)=CC=1.S(C1C=CC(C)=CC=1)([O-])(=O)=O.[N-:126]=[N+]=[N-].[Na+].N(CC1CC2C=C(Cl)C=C(C3C=CSC=3)C=2O1)=[N+]=[N-].N(CC1CC2C=CC=C(C3OC4C=CC=CC=4C=3)C=2O1)=[N+]=[N-].[N-]=[N+]=[N-].